From a dataset of NCI-60 drug combinations with 297,098 pairs across 59 cell lines. Regression. Given two drug SMILES strings and cell line genomic features, predict the synergy score measuring deviation from expected non-interaction effect. (1) Drug 1: CC1=C2C(C(=O)C3(C(CC4C(C3C(C(C2(C)C)(CC1OC(=O)C(C(C5=CC=CC=C5)NC(=O)OC(C)(C)C)O)O)OC(=O)C6=CC=CC=C6)(CO4)OC(=O)C)O)C)O. Drug 2: CN(CC1=CN=C2C(=N1)C(=NC(=N2)N)N)C3=CC=C(C=C3)C(=O)NC(CCC(=O)O)C(=O)O. Cell line: K-562. Synergy scores: CSS=54.0, Synergy_ZIP=0.0990, Synergy_Bliss=-2.52, Synergy_Loewe=-0.437, Synergy_HSA=0.0878. (2) Drug 1: C1CC(=O)NC(=O)C1N2CC3=C(C2=O)C=CC=C3N. Drug 2: C1CC(C1)(C(=O)O)C(=O)O.[NH2-].[NH2-].[Pt+2]. Cell line: HCT116. Synergy scores: CSS=32.4, Synergy_ZIP=-7.75, Synergy_Bliss=-4.76, Synergy_Loewe=-2.24, Synergy_HSA=-2.59. (3) Synergy scores: CSS=29.4, Synergy_ZIP=3.46, Synergy_Bliss=9.33, Synergy_Loewe=-5.80, Synergy_HSA=11.3. Cell line: RXF 393. Drug 1: CC1=C(C=C(C=C1)NC2=NC=CC(=N2)N(C)C3=CC4=NN(C(=C4C=C3)C)C)S(=O)(=O)N.Cl. Drug 2: CCN(CC)CCCC(C)NC1=C2C=C(C=CC2=NC3=C1C=CC(=C3)Cl)OC. (4) Drug 1: CS(=O)(=O)C1=CC(=C(C=C1)C(=O)NC2=CC(=C(C=C2)Cl)C3=CC=CC=N3)Cl. Drug 2: C1C(C(OC1N2C=NC3=C2NC=NCC3O)CO)O. Cell line: SW-620. Synergy scores: CSS=-0.702, Synergy_ZIP=1.65, Synergy_Bliss=-3.53, Synergy_Loewe=-5.34, Synergy_HSA=-6.88. (5) Synergy scores: CSS=13.4, Synergy_ZIP=2.00, Synergy_Bliss=10.2, Synergy_Loewe=6.47, Synergy_HSA=8.02. Drug 2: CNC(=O)C1=CC=CC=C1SC2=CC3=C(C=C2)C(=NN3)C=CC4=CC=CC=N4. Cell line: DU-145. Drug 1: C1CCC(C1)C(CC#N)N2C=C(C=N2)C3=C4C=CNC4=NC=N3. (6) Drug 1: CCC1=CC2CC(C3=C(CN(C2)C1)C4=CC=CC=C4N3)(C5=C(C=C6C(=C5)C78CCN9C7C(C=CC9)(C(C(C8N6C)(C(=O)OC)O)OC(=O)C)CC)OC)C(=O)OC.C(C(C(=O)O)O)(C(=O)O)O. Drug 2: C1=CC(=C2C(=C1NCCNCCO)C(=O)C3=C(C=CC(=C3C2=O)O)O)NCCNCCO. Cell line: SN12C. Synergy scores: CSS=58.5, Synergy_ZIP=-4.80, Synergy_Bliss=-3.42, Synergy_Loewe=-1.47, Synergy_HSA=1.95. (7) Drug 1: CC1C(C(CC(O1)OC2CC(CC3=C2C(=C4C(=C3O)C(=O)C5=C(C4=O)C(=CC=C5)OC)O)(C(=O)C)O)N)O.Cl. Drug 2: C1=NC2=C(N=C(N=C2N1C3C(C(C(O3)CO)O)F)Cl)N. Cell line: TK-10. Synergy scores: CSS=25.5, Synergy_ZIP=-7.05, Synergy_Bliss=-1.95, Synergy_Loewe=-2.52, Synergy_HSA=0.221. (8) Drug 1: CC1OCC2C(O1)C(C(C(O2)OC3C4COC(=O)C4C(C5=CC6=C(C=C35)OCO6)C7=CC(=C(C(=C7)OC)O)OC)O)O. Drug 2: CNC(=O)C1=NC=CC(=C1)OC2=CC=C(C=C2)NC(=O)NC3=CC(=C(C=C3)Cl)C(F)(F)F. Cell line: HOP-92. Synergy scores: CSS=42.7, Synergy_ZIP=-9.05, Synergy_Bliss=-5.05, Synergy_Loewe=-6.32, Synergy_HSA=-1.88.